This data is from Full USPTO retrosynthesis dataset with 1.9M reactions from patents (1976-2016). The task is: Predict the reactants needed to synthesize the given product. (1) Given the product [CH2:1]([O:8][C:9]1[C:10]([O:28][CH2:29][CH3:30])=[N:11][C:12]([CH2:15][O:16][Si:17]([CH:24]([CH3:26])[CH3:25])([CH:21]([CH3:23])[CH3:22])[CH:18]([CH3:20])[CH3:19])=[CH:13][CH:14]=1)[C:2]1[CH:7]=[CH:6][CH:5]=[CH:4][CH:3]=1, predict the reactants needed to synthesize it. The reactants are: [CH2:1]([O:8][C:9]1[C:10](Cl)=[N:11][C:12]([CH2:15][O:16][Si:17]([CH:24]([CH3:26])[CH3:25])([CH:21]([CH3:23])[CH3:22])[CH:18]([CH3:20])[CH3:19])=[CH:13][CH:14]=1)[C:2]1[CH:7]=[CH:6][CH:5]=[CH:4][CH:3]=1.[O-:28][CH2:29][CH3:30].[Na+].C(O)C.O. (2) Given the product [F:1][C:2]1[CH:7]=[CH:6][C:5]([C:10]([OH:17])([CH3:14])[CH2:11][CH2:12][OH:13])=[CH:4][CH:3]=1, predict the reactants needed to synthesize it. The reactants are: [F:1][C:2]1[CH:7]=[CH:6][C:5]([Mg]Br)=[CH:4][CH:3]=1.[CH2:10]1[CH2:14][O:13][CH2:12][CH2:11]1.C(OCC)(=[O:17])C.C1CCCCC1. (3) Given the product [I:15][C:3]1[C:2]([OH:1])=[CH:7][C:6]([Cl:8])=[CH:5][N:4]=1, predict the reactants needed to synthesize it. The reactants are: [OH:1][C:2]1[CH:3]=[N:4][CH:5]=[C:6]([Cl:8])[CH:7]=1.C([O-])([O-])=O.[Na+].[Na+].[I:15]I.Cl. (4) Given the product [CH3:17][O:18][C:19]1[CH:24]=[N:23][N:22]([CH3:25])[C:21](=[O:26])[C:20]=1[C:2]1[CH:6]=[CH:5][N:4]([C:7]2[CH:12]=[CH:11][C:10]([C:13]([F:16])([F:15])[F:14])=[CH:9][CH:8]=2)[N:3]=1, predict the reactants needed to synthesize it. The reactants are: I[C:2]1[CH:6]=[CH:5][N:4]([C:7]2[CH:12]=[CH:11][C:10]([C:13]([F:16])([F:15])[F:14])=[CH:9][CH:8]=2)[N:3]=1.[CH3:17][O:18][C:19]1[CH:24]=[N:23][N:22]([CH3:25])[C:21](=[O:26])[C:20]=1[Sn](C)(C)C.